This data is from Full USPTO retrosynthesis dataset with 1.9M reactions from patents (1976-2016). The task is: Predict the reactants needed to synthesize the given product. (1) Given the product [CH3:29][C:4]1[CH:3]=[C:2]([CH:7]=[CH:6][C:5]=1[N:8]1[CH2:12][CH2:11][C:10]2([CH2:17][CH2:16][CH2:15][N:14]([C:18]3[CH:23]=[CH:22][C:21]([C:24]([F:27])([F:26])[F:25])=[CH:20][N:19]=3)[CH2:13]2)[C:9]1=[O:28])[C:36]#[N:37], predict the reactants needed to synthesize it. The reactants are: Br[C:2]1[CH:7]=[CH:6][C:5]([N:8]2[CH2:12][CH2:11][C:10]3([CH2:17][CH2:16][CH2:15][N:14]([C:18]4[CH:23]=[CH:22][C:21]([C:24]([F:27])([F:26])[F:25])=[CH:20][N:19]=4)[CH2:13]3)[C:9]2=[O:28])=[C:4]([CH3:29])[CH:3]=1.C(=O)([O-])[O-].[K+].[K+].[CH3:36][N:37](C)C=O. (2) Given the product [NH2:10][CH:6]([CH2:5][CH2:4][CH2:3][C:2]([CH3:1])([N+:14]([O-:16])=[O:15])[CH3:13])[C:7]([OH:12])=[O:22], predict the reactants needed to synthesize it. The reactants are: [CH3:1][C:2]([N+:14]([O-:16])=[O:15])([CH3:13])[CH2:3][CH2:4][CH2:5][CH:6]1[NH:10]C(=O)N[C:7]1=[O:12].[OH-].[Na+].[OH-].[K+].C(=O)([O-])[O-:22].[Na+].[Na+].C(=O)([O-])[O-].[K+].[K+].[OH-].[Ca+2].[OH-].[OH-].[Ba+2].[OH-]. (3) Given the product [F:36][C:37]1[CH:44]=[CH:43][C:42]([F:45])=[CH:41][C:38]=1[CH2:39][C:2]1[CH:3]=[C:4]([NH:13][C:14]2[CH:19]=[CH:18][C:17]([CH:20]3[CH2:25][CH2:24][N:23]([C:26]([O:28][C:29]([CH3:31])([CH3:32])[CH3:30])=[O:27])[CH2:22][CH2:21]3)=[CH:16][C:15]=2[O:33][CH3:34])[C:5]2[C:10](=[O:11])[NH:9][N:8]=[CH:7][C:6]=2[N:12]=1, predict the reactants needed to synthesize it. The reactants are: Cl[C:2]1[CH:3]=[C:4]([NH:13][C:14]2[CH:19]=[CH:18][C:17]([CH:20]3[CH2:25][CH2:24][N:23]([C:26]([O:28][C:29]([CH3:32])([CH3:31])[CH3:30])=[O:27])[CH2:22][CH2:21]3)=[CH:16][C:15]=2[O:33][CH3:34])[C:5]2[C:10](=[O:11])[NH:9][N:8]=[CH:7][C:6]=2[N:12]=1.[Br-].[F:36][C:37]1[CH:44]=[CH:43][C:42]([F:45])=[CH:41][C:38]=1[CH2:39][Zn+].O1CCCC1. (4) Given the product [F:1][C:2]1[CH:3]=[CH:4][C:5]([C:8](=[O:42])[CH2:9][N:10]2[C:15](=[O:16])[C:14]([CH2:17][C:18]3[CH:19]=[CH:20][C:21]([C:24]4[CH:29]=[CH:28][CH:27]=[CH:26][C:25]=4[C:30]4[NH:34][C:33](=[O:35])[O:32][N:31]=4)=[CH:22][CH:23]=3)=[C:13]([CH2:36][CH2:37][CH3:38])[N:12]3[N:39]=[CH:40][N:41]=[C:11]23)=[CH:6][CH:7]=1, predict the reactants needed to synthesize it. The reactants are: [F:1][C:2]1[CH:7]=[CH:6][C:5]([CH:8]([OH:42])[CH2:9][N:10]2[C:15](=[O:16])[C:14]([CH2:17][C:18]3[CH:23]=[CH:22][C:21]([C:24]4[CH:29]=[CH:28][CH:27]=[CH:26][C:25]=4[C:30]4[NH:34][C:33](=[O:35])[O:32][N:31]=4)=[CH:20][CH:19]=3)=[C:13]([CH2:36][CH2:37][CH3:38])[N:12]3[N:39]=[CH:40][N:41]=[C:11]23)=[CH:4][CH:3]=1.CC(OI1(OC(C)=O)(OC(C)=O)OC(=O)C2C=CC=CC1=2)=O.C(=O)([O-])O.[Na+].S([O-])([O-])(=O)=S.[Na+].[Na+]. (5) Given the product [CH2:1]([O:8][C:9]1[N:10]=[N:11][C:12]([C:25]#[C:24][Si:26]([CH3:29])([CH3:28])[CH3:27])=[CH:13][C:14]=1[O:15][CH2:16][C:17]1[CH:22]=[CH:21][CH:20]=[CH:19][CH:18]=1)[C:2]1[CH:7]=[CH:6][CH:5]=[CH:4][CH:3]=1, predict the reactants needed to synthesize it. The reactants are: [CH2:1]([O:8][C:9]1[N:10]=[N:11][C:12](Cl)=[CH:13][C:14]=1[O:15][CH2:16][C:17]1[CH:22]=[CH:21][CH:20]=[CH:19][CH:18]=1)[C:2]1[CH:7]=[CH:6][CH:5]=[CH:4][CH:3]=1.[C:24]([Si:26]([CH3:29])([CH3:28])[CH3:27])#[CH:25].C1CCN2C(=NCCC2)CC1. (6) The reactants are: [Br:1][C:2]1[CH:6]=[C:5](Br)[S:4][C:3]=1[CH:8]1[O:12][CH2:11][CH2:10][O:9]1.C(=O)=O.CC(C)=O.C([Li])CCC.CCCCCC.[I:31]I.S([O-])([O-])(=O)=S.[Na+].[Na+]. Given the product [Br:1][C:2]1[CH:6]=[C:5]([I:31])[S:4][C:3]=1[CH:8]1[O:12][CH2:11][CH2:10][O:9]1, predict the reactants needed to synthesize it.